Dataset: Full USPTO retrosynthesis dataset with 1.9M reactions from patents (1976-2016). Task: Predict the reactants needed to synthesize the given product. (1) Given the product [NH2:1][C:2]1[N:7]=[CH:6][C:5]([C:8]2[N:13]=[CH:12][C:11]([C:19]3[CH:24]=[CH:23][CH:22]=[CH:21][C:20]=3[C:25]3[CH:26]=[N:27][C:28]([NH2:31])=[N:29][CH:30]=3)=[CH:10][C:9]=2[F:17])=[CH:4][N:3]=1, predict the reactants needed to synthesize it. The reactants are: [NH2:1][C:2]1[N:7]=[CH:6][C:5]([C:8]2[N:13]=[CH:12][C:11](B(O)O)=[CH:10][C:9]=2[F:17])=[CH:4][N:3]=1.Cl[C:19]1[CH:24]=[CH:23][CH:22]=[CH:21][C:20]=1[C:25]1[CH:26]=[N:27][C:28]([NH2:31])=[N:29][CH:30]=1. (2) Given the product [Br:1][C:2]1[CH:3]=[C:4]2[C:9](=[CH:10][CH:11]=1)[C:8](=[O:12])[NH:7][C:6](=[O:13])/[C:5]/2=[CH:14]\[NH:17][C:18]1[CH:19]=[CH:20][C:21]([N:24]([CH2:25][CH2:26][OH:27])[CH3:28])=[CH:22][CH:23]=1, predict the reactants needed to synthesize it. The reactants are: [Br:1][C:2]1[CH:3]=[C:4]2[C:9](=[CH:10][CH:11]=1)[C:8](=[O:12])[NH:7][C:6](=[O:13])/[C:5]/2=[CH:14]/OC.[NH2:17][C:18]1[CH:23]=[CH:22][C:21]([N:24]([CH3:28])[CH2:25][CH2:26][OH:27])=[CH:20][CH:19]=1.C(N(CC)CC)C. (3) The reactants are: CO[C:3]([CH:5]1[CH2:9][C:8](=O)[CH2:7][N:6]1[CH2:11][C:12]1[CH:17]=[CH:16][CH:15]=[CH:14][CH:13]=1)=[O:4].[F:18][C:19]([F:34])([F:33])[C:20]1[CH:21]=[C:22]([CH:26]=[C:27]([C:29]([F:32])([F:31])[F:30])[CH:28]=1)[CH2:23][NH:24][CH3:25].[F:35][C:36]1[CH:41]=[CH:40][CH:39]=[CH:38][C:37]=1[N:42]1[CH2:47][CH2:46][NH:45][CH2:44][CH2:43]1. Given the product [CH2:11]([N:6]1[CH2:7][C@@H:8]([N:24]([CH2:23][C:22]2[CH:21]=[C:20]([C:19]([F:33])([F:34])[F:18])[CH:28]=[C:27]([C:29]([F:32])([F:31])[F:30])[CH:26]=2)[CH3:25])[CH2:9][C@H:5]1[C:3]([N:45]1[CH2:44][CH2:43][N:42]([C:37]2[CH:38]=[CH:39][CH:40]=[CH:41][C:36]=2[F:35])[CH2:47][CH2:46]1)=[O:4])[C:12]1[CH:17]=[CH:16][CH:15]=[CH:14][CH:13]=1, predict the reactants needed to synthesize it. (4) Given the product [F:32][C:27]1[CH:28]=[CH:29][CH:30]=[CH:31][C:26]=1[C:18]1[C:19]2[CH:24]=[CH:23][CH:22]=[C:21]([CH3:25])[C:20]=2[N:14]([C:9]2[CH:10]=[CH:11][CH:12]=[CH:13][C:8]=2[O:7][CH2:6][C:4]([OH:5])=[O:3])[C:15](=[O:70])[C:16]([CH:67]=[C:68]=[O:69])([NH:33][C:34]([NH:36][C:37]2[CH:42]=[CH:41][CH:40]=[C:39]([C:43]3[NH:47][N:46]=[N:45][N:44]=3)[CH:38]=2)=[O:35])[N:17]=1, predict the reactants needed to synthesize it. The reactants are: C([O:3][C:4]([CH2:6][O:7][C:8]1[CH:13]=[CH:12][CH:11]=[CH:10][C:9]=1[N:14]1[C:20]2[C:21]([CH3:25])=[CH:22][CH:23]=[CH:24][C:19]=2[C:18]([C:26]2[CH:31]=[CH:30][CH:29]=[CH:28][C:27]=2[F:32])=[N:17][C:16]([CH:67]=[C:68]=[O:69])([NH:33][C:34]([NH:36][C:37]2[CH:42]=[CH:41][CH:40]=[C:39]([C:43]3[N:47](C(C4C=CC=CC=4)(C4C=CC=CC=4)C4C=CC=CC=4)[N:46]=[N:45][N:44]=3)[CH:38]=2)=[O:35])[C:15]1=[O:70])=[O:5])C.Cl.O. (5) Given the product [CH2:1]([NH:4][C:5]1[N:10]=[C:9]([NH:11][CH2:12][CH2:13][CH3:14])[N:8]=[C:7]([N:15]([CH3:18])[OH:16])[N:6]=1)[CH2:2][CH3:3], predict the reactants needed to synthesize it. The reactants are: [CH2:1]([NH:4][C:5]1[N:10]=[C:9]([NH:11][CH2:12][CH2:13][CH3:14])[N:8]=[C:7]([N:15]([CH3:18])[O:16]C)[N:6]=1)[CH2:2][CH3:3].Cl.CNO. (6) Given the product [OH:2][C:3]1[CH:4]=[C:5]([C:11]([C@@H:13]2[C@:22]3([CH3:23])[C@H:17]([C:18]([CH3:25])([CH3:24])[CH2:19][CH2:20][CH2:21]3)[CH2:16][C@@H:15]([NH:26][C:27]([C:29]3[CH:38]=[CH:37][C:36]4[C:31](=[CH:32][CH:33]=[CH:34][CH:35]=4)[CH:30]=3)=[O:28])[C@H:14]2[CH3:39])=[O:12])[CH:6]=[C:7]([OH:9])[CH:8]=1, predict the reactants needed to synthesize it. The reactants are: C[O:2][C:3]1[CH:4]=[C:5]([C:11]([C@@H:13]2[C@:22]3([CH3:23])[C@H:17]([C:18]([CH3:25])([CH3:24])[CH2:19][CH2:20][CH2:21]3)[CH2:16][C@@H:15]([NH:26][C:27]([C:29]3[CH:38]=[CH:37][C:36]4[C:31](=[CH:32][CH:33]=[CH:34][CH:35]=4)[CH:30]=3)=[O:28])[C@H:14]2[CH3:39])=[O:12])[CH:6]=[C:7]([O:9]C)[CH:8]=1.B(Br)(Br)Br.CO. (7) Given the product [CH2:1]([O:3][C:4](=[O:14])[NH:5][C:6]1[CH:11]=[CH:10][C:9]2[N:12]=[C:18]([C:17]3[CH:20]=[CH:21][CH:22]=[CH:23][C:16]=3[Cl:15])[NH:13][C:8]=2[CH:7]=1)[CH3:2], predict the reactants needed to synthesize it. The reactants are: [CH2:1]([O:3][C:4](=[O:14])[NH:5][C:6]1[CH:11]=[CH:10][C:9]([NH2:12])=[C:8]([NH2:13])[CH:7]=1)[CH3:2].[Cl:15][C:16]1[CH:23]=[CH:22][CH:21]=[CH:20][C:17]=1[CH:18]=O.CO.